Task: Predict the reaction yield, written as a fraction of the theoretical maximum amount of product (1.0 means a 100% yield; for example, 0.34 means a 34% yield).. Dataset: Reaction yield outcomes from USPTO patents with 853,638 reactions (1) The catalyst is CN(C=O)C. The product is [CH2:31]([O:33][C:34](=[O:39])[CH2:35][CH2:36][CH2:37][N:16]1[C:17]2[C:22](=[CH:21][CH:20]=[CH:19][CH:18]=2)[N:13]([C:11]([C:10]2[C:5]([O:4][C:3]3[CH:24]=[C:25]([Cl:28])[CH:26]=[CH:27][C:2]=3[Cl:1])=[N:6][CH:7]=[C:8]([F:23])[CH:9]=2)=[O:12])[CH2:14][CH2:15]1)[CH3:32]. The yield is 0.0900. The reactants are [Cl:1][C:2]1[CH:27]=[CH:26][C:25]([Cl:28])=[CH:24][C:3]=1[O:4][C:5]1[C:10]([C:11]([N:13]2[C:22]3[C:17](=[CH:18][CH:19]=[CH:20][CH:21]=3)[NH:16][CH2:15][CH2:14]2)=[O:12])=[CH:9][C:8]([F:23])=[CH:7][N:6]=1.[H-].[Na+].[CH2:31]([O:33][C:34](=[O:39])[CH2:35][CH2:36][CH2:37]Br)[CH3:32]. (2) The reactants are O.[Sn](Cl)Cl.[Cl:5][C:6]1[CH:21]=[C:20]([Cl:22])[C:9]([C:10]([NH:12][C:13]2[CH:18]=[CH:17][C:16]([F:19])=[CH:15][CH:14]=2)=[O:11])=[C:8]([N+:23]([O-])=O)[C:7]=1[OH:26].CCO.C([O-])(O)=O.[Na+]. The catalyst is CC(O)=O. The product is [NH2:23][C:8]1[C:7]([OH:26])=[C:6]([Cl:5])[CH:21]=[C:20]([Cl:22])[C:9]=1[C:10]([NH:12][C:13]1[CH:14]=[CH:15][C:16]([F:19])=[CH:17][CH:18]=1)=[O:11]. The yield is 0.790. (3) The reactants are [F:1][C:2]1[CH:7]=[CH:6][CH:5]=[CH:4][C:3]=1[C:8]1[NH:12][CH:11]=[C:10]([CH:13]=[O:14])[CH:9]=1.[H-].[Na+].C1OCCOCCOCCOCCOC1.Cl.[N:33]1[CH:38]=[CH:37][CH:36]=[C:35]([S:39](Cl)(=[O:41])=[O:40])[CH:34]=1. The catalyst is O1CCCC1.[Cl-].[Na+].O. The product is [F:1][C:2]1[CH:7]=[CH:6][CH:5]=[CH:4][C:3]=1[C:8]1[N:12]([S:39]([C:35]2[CH:34]=[N:33][CH:38]=[CH:37][CH:36]=2)(=[O:41])=[O:40])[CH:11]=[C:10]([CH:13]=[O:14])[CH:9]=1. The yield is 0.820.